From a dataset of Forward reaction prediction with 1.9M reactions from USPTO patents (1976-2016). Predict the product of the given reaction. (1) Given the reactants [F:1][C:2]1[C:7]([CH3:8])=[CH:6][C:5]([C:9]2[CH:14]=[CH:13][CH:12]=[C:11]([F:15])[CH:10]=2)=[CH:4][C:3]=1[CH2:16][NH:17][C:18]1[C:19]([CH3:26])=[C:20]([OH:25])[CH:21]=[CH:22][C:23]=1[CH3:24].C([O-])([O-])=O.[Cs+].[Cs+].Br[CH2:34][C:35]([O:37][CH:38]([CH3:40])[CH3:39])=[O:36].O, predict the reaction product. The product is: [F:1][C:2]1[C:7]([CH3:8])=[CH:6][C:5]([C:9]2[CH:14]=[CH:13][CH:12]=[C:11]([F:15])[CH:10]=2)=[CH:4][C:3]=1[CH2:16][NH:17][C:18]1[C:19]([CH3:26])=[C:20]([CH:21]=[CH:22][C:23]=1[CH3:24])[O:25][CH2:34][C:35]([O:37][CH:38]([CH3:40])[CH3:39])=[O:36]. (2) Given the reactants [CH2:1]([O:3][C:4](=[O:17])[C:5]([C:10]([C:12]1[O:13][CH:14]=[CH:15][CH:16]=1)=O)=[CH:6]N(C)C)[CH3:2].[N+]([O-])(O)=O.[NH2:22][C:23]([NH2:25])=[NH:24].C([O-])(=O)C.[Na+], predict the reaction product. The product is: [CH2:1]([O:3][C:4]([C:5]1[C:10]([C:12]2[O:13][CH:14]=[CH:15][CH:16]=2)=[N:24][C:23]([NH2:25])=[N:22][CH:6]=1)=[O:17])[CH3:2].